Dataset: Reaction yield outcomes from USPTO patents with 853,638 reactions. Task: Predict the reaction yield, written as a fraction of the theoretical maximum amount of product (1.0 means a 100% yield; for example, 0.34 means a 34% yield). (1) The reactants are [C:1]([C:4]1[CH:9]=[CH:8][CH:7]=[C:6]([N+:10]([O-:12])=[O:11])[C:5]=1[S:13][C:14]1[CH:22]=[CH:21][C:20]([F:23])=[CH:19][C:15]=1[C:16](O)=[O:17])(O)=[O:2].CO. The catalyst is O1CCCC1. The product is [F:23][C:20]1[CH:21]=[CH:22][C:14]([S:13][C:5]2[C:6]([N+:10]([O-:12])=[O:11])=[CH:7][CH:8]=[CH:9][C:4]=2[CH2:1][OH:2])=[C:15]([CH2:16][OH:17])[CH:19]=1. The yield is 0.730. (2) The reactants are [C:1](=O)([O-])[O-].[Cs+].[Cs+].[CH2:7]([C:9]1[CH:14]=[CH:13][C:12]([OH:15])=[C:11]([C:16]2[CH:17]=[N:18][CH:19]=[CH:20][CH:21]=2)[CH:10]=1)[CH3:8].[CH3:22][O:23][C:24](=[O:43])[CH2:25][CH2:26][C:27]1[CH:32]=[CH:31][C:30]([O:33][CH2:34][CH2:35][C@@H:36]([O:38]S(C)(=O)=O)[CH3:37])=[CH:29][CH:28]=1.[CH3:44]OC(=O)CC. The catalyst is CN(C=O)C.CO. The product is [CH3:22][O:23][C:24](=[O:43])[CH2:25][CH2:26][C:27]1[CH:32]=[CH:31][C:30]([O:33][CH2:34][CH2:35][C@@H:36]([O:15][C:12]2[CH:13]=[CH:14][C:9]([CH2:7][CH3:8])=[CH:10][C:11]=2[C:16]2[CH:17]=[N:18][CH:19]=[CH:20][CH:21]=2)[CH3:37])=[CH:29][C:28]=1[CH3:1].[CH2:7]([C:9]1[CH:14]=[CH:13][C:12]([O:38][C@@H:36]([CH3:37])[CH2:35][CH2:34][O:33][C:30]2[CH:31]=[CH:32][C:27]([CH2:26][CH2:25][C:24]([OH:23])=[O:43])=[C:28]([CH3:44])[CH:29]=2)=[C:11]([C:16]2[CH:17]=[N:18][CH:19]=[CH:20][CH:21]=2)[CH:10]=1)[CH3:8]. The yield is 0.620. (3) The reactants are [CH3:1][O:2][C:3]1[CH:4]=[C:5]2[C:10](=[CH:11][CH:12]=1)[CH2:9][NH:8][CH2:7][C:6]2([CH3:14])[CH3:13].[CH:15](O)=[O:16].Cl.CN(C)CCCN=C=NCC. The catalyst is ClCCl.C(Cl)(Cl)Cl. The product is [CH3:1][O:2][C:3]1[CH:4]=[C:5]2[C:10](=[CH:11][CH:12]=1)[CH2:9][N:8]([CH:15]=[O:16])[CH2:7][C:6]2([CH3:14])[CH3:13]. The yield is 0.900. (4) The product is [CH2:4]([CH:26]([CH2:27][CH2:20][CH2:19][CH2:18][CH2:17]/[CH:16]=[CH:15]\[CH2:14]/[CH:13]=[CH:12]\[CH2:11]/[CH:10]=[CH:9]\[CH2:8][CH2:7][CH2:6][CH2:5][CH3:4])[OH:25])[CH2:5][CH2:6][CH2:7][CH2:8]/[CH:9]=[CH:10]\[CH2:11]/[CH:12]=[CH:13]\[CH2:14]/[CH:15]=[CH:16]\[CH2:17][CH2:18][CH2:19][CH2:20][CH3:21]. The yield is 0.580. The reactants are [Mg].II.[CH2:4](Br)[CH2:5][CH2:6][CH2:7][CH2:8]/[CH:9]=[CH:10]\[CH2:11]/[CH:12]=[CH:13]\[CH2:14]/[CH:15]=[CH:16]\[CH2:17][CH2:18][CH2:19][CH2:20][CH3:21].C([O:25][CH2:26][CH3:27])=O.[OH-].[K+]. The catalyst is C(OCC)C. (5) The reactants are [NH2:1][C@@H:2]1[CH2:7][CH2:6][CH2:5][C@H:4]([NH:8][C:9]2[C:10]([CH3:29])=[N:11][C:12]3[C:17]([N:18]=2)=[C:16]([C:19]2[NH:23][C:22]4[C@@H:24]([CH3:28])[NH:25][C:26](=[O:27])[C:21]=4[CH:20]=2)[CH:15]=[CH:14][CH:13]=3)[CH2:3]1.[C:30](OC(=O)C)(=[O:32])[CH3:31].C(N(C(C)C)C(C)C)C. The catalyst is C(Cl)Cl. The product is [CH3:29][C:10]1[C:9]([NH:8][C@H:4]2[CH2:5][CH2:6][CH2:7][C@@H:2]([NH:1][C:30](=[O:32])[CH3:31])[CH2:3]2)=[N:18][C:17]2[C:12]([N:11]=1)=[CH:13][CH:14]=[CH:15][C:16]=2[C:19]1[NH:23][C:22]2[C@@H:24]([CH3:28])[NH:25][C:26](=[O:27])[C:21]=2[CH:20]=1. The yield is 0.590.